From a dataset of Forward reaction prediction with 1.9M reactions from USPTO patents (1976-2016). Predict the product of the given reaction. (1) Given the reactants [C:1]([O:4][CH:5]1[CH2:13][C:12]2[C:7](=[CH:8][CH:9]=[CH:10][C:11]=2[N+:14]([O-])=O)[CH2:6]1)(=[O:3])[CH3:2].[Cl-].[NH4+], predict the reaction product. The product is: [C:1]([O:4][CH:5]1[CH2:13][C:12]2[C:7](=[CH:8][CH:9]=[CH:10][C:11]=2[NH2:14])[CH2:6]1)(=[O:3])[CH3:2]. (2) Given the reactants [NH2:1][CH:2]([C:6]1[CH:16]=[CH:15][C:9]([C:10]([O:12][CH2:13][CH3:14])=[O:11])=[CH:8][CH:7]=1)[CH2:3][CH2:4][CH3:5].[CH3:17][C:18]1[CH:19]=[N+:20]([O-])[C:21]2[C:26]([CH:27]=1)=[CH:25][CH:24]=[CH:23][CH:22]=2.C(N(C(C)C)CC)(C)C.F[P-](F)(F)(F)(F)F.Br[P+](N1CCCC1)(N1CCCC1)N1CCCC1, predict the reaction product. The product is: [CH3:17][C:18]1[C:19]([NH:1][CH:2]([C:6]2[CH:16]=[CH:15][C:9]([C:10]([O:12][CH2:13][CH3:14])=[O:11])=[CH:8][CH:7]=2)[CH2:3][CH2:4][CH3:5])=[N:20][C:21]2[C:26]([CH:27]=1)=[CH:25][CH:24]=[CH:23][CH:22]=2. (3) Given the reactants Br[C:2]1[C:11]([CH3:12])=[CH:10][C:9]2[C:4](=[CH:5][CH:6]=[C:7]([S:13]([CH3:16])(=[O:15])=[O:14])[CH:8]=2)[C:3]=1[OH:17].C(N(CC)CC)C, predict the reaction product. The product is: [CH3:12][C:11]1[CH:2]=[C:3]([OH:17])[C:4]2[C:9]([CH:10]=1)=[CH:8][C:7]([S:13]([CH3:16])(=[O:15])=[O:14])=[CH:6][CH:5]=2. (4) The product is: [C:1]([CH2:3][C:4]1([N:8]2[CH2:9][CH2:10][CH:11]([N:14]([C@@H:21]3[CH2:23][C@H:22]3[C:24]3[CH:29]=[CH:28][CH:27]=[CH:26][CH:25]=3)[C:15](=[O:20])[C:16]([F:19])([F:17])[F:18])[CH2:12][CH2:13]2)[CH2:5][N:6]([S:40]([CH3:39])(=[O:42])=[O:41])[CH2:7]1)#[N:2]. Given the reactants [C:1]([CH2:3][C:4]1([N:8]2[CH2:13][CH2:12][CH:11]([N:14]([C@@H:21]3[CH2:23][C@H:22]3[C:24]3[CH:29]=[CH:28][CH:27]=[CH:26][CH:25]=3)[C:15](=[O:20])[C:16]([F:19])([F:18])[F:17])[CH2:10][CH2:9]2)[CH2:7][NH:6][CH2:5]1)#[N:2].C(N(CC)C(C)C)(C)C.[CH3:39][S:40](Cl)(=[O:42])=[O:41], predict the reaction product. (5) Given the reactants Br[C:2]1[CH:7]=[CH:6][C:5]([C:8]2[CH:13]=[C:12]([C:14]#[CH:15])[CH:11]=[CH:10][N:9]=2)=[C:4]([N+:16]([O-:18])=[O:17])[CH:3]=1.C1(P(C2C=CC=CC=2)C2C=CC=CC=2)C=CC=CC=1.CCN(CC)CC.[C:45]1([C:51]#[CH:52])[CH:50]=[CH:49][CH:48]=[CH:47][CH:46]=1, predict the reaction product. The product is: [C:51]([C:45]1[CH:46]=[CH:47][CH:48]=[C:49]([C:6]2[C:5]([C:8]3[CH:13]=[C:12]([C:14]#[CH:15])[CH:11]=[CH:10][N:9]=3)=[C:4]([N+:16]([O-:18])=[O:17])[CH:3]=[CH:2][CH:7]=2)[CH:50]=1)#[CH:52].